From a dataset of Forward reaction prediction with 1.9M reactions from USPTO patents (1976-2016). Predict the product of the given reaction. (1) Given the reactants [H-].[Na+].[Cl:3][C:4]([Cl:9])([CH3:8])[CH:5]([OH:7])[CH3:6].Cl[C:11]1[CH:16]=[C:15](Cl)[N:14]=[CH:13][N:12]=1.[CH2:18]([OH:22])[C:19]#[C:20][CH3:21].[Cl-].[NH4+], predict the reaction product. The product is: [CH2:18]([O:22][C:11]1[CH:16]=[C:15]([O:7][CH:5]([CH3:6])[C:4]([Cl:9])([Cl:3])[CH3:8])[N:14]=[CH:13][N:12]=1)[C:19]#[C:20][CH3:21]. (2) Given the reactants [CH2:1]([C:3]1[C:4](=[O:15])[NH:5][C:6]([CH3:14])=[C:7]([C:9]2[S:10][CH:11]=[CH:12][CH:13]=2)[CH:8]=1)[CH3:2].[Li]CCCC.[N:21]1[CH:26]=[CH:25][CH:24]=[CH:23][C:22]=1[CH:27]=[O:28], predict the reaction product. The product is: [CH2:1]([C:3]1[C:4](=[O:15])[NH:5][C:6]([CH3:14])=[C:7]([C:9]2[S:10][C:11]([CH:27]([OH:28])[C:22]3[CH:23]=[CH:24][CH:25]=[CH:26][N:21]=3)=[CH:12][CH:13]=2)[CH:8]=1)[CH3:2]. (3) Given the reactants C([O:3][C:4](=[O:24])[CH2:5][N:6]1[CH2:11][CH2:10][CH:9]([C:12](=[O:23])[C:13]2[CH:18]=[CH:17][C:16]([O:19][CH3:20])=[C:15]([O:21][CH3:22])[CH:14]=2)[CH2:8][CH2:7]1)C.O[Li].O, predict the reaction product. The product is: [CH3:22][O:21][C:15]1[CH:14]=[C:13]([CH:18]=[CH:17][C:16]=1[O:19][CH3:20])[C:12]([CH:9]1[CH2:8][CH2:7][N:6]([CH2:5][C:4]([OH:24])=[O:3])[CH2:11][CH2:10]1)=[O:23]. (4) Given the reactants [Br:1][C:2]1[CH:7]=[CH:6][CH:5]=[C:4]([N+:8]([O-])=O)[CH:3]=1.P(O[CH2:20][CH3:21])(OCC)(OCC)=O, predict the reaction product. The product is: [Br:1][C:2]1[CH:7]=[CH:6][C:5]2[C:20]3[C:21](=[CH:7][CH:2]=[CH:3][CH:4]=3)[NH:8][C:4]=2[CH:3]=1.